From a dataset of Forward reaction prediction with 1.9M reactions from USPTO patents (1976-2016). Predict the product of the given reaction. (1) Given the reactants CO[CH:3](OC)[CH:4]1[S:8][C:7]([C:9]2[NH:10][C:11]3[C:16]([CH:17]=2)=[CH:15][C:14]([O:18][CH2:19][CH2:20][O:21][CH3:22])=[CH:13][C:12]=3[N:23]([CH3:33])[S:24]([C:27]2[N:28]([CH3:32])[CH:29]=[CH:30][N:31]=2)(=[O:26])=[O:25])=[N:6][CH2:5]1.FC(F)(F)C(O)=O.S(=O)(=O)(O)O.Cl.[NH:49]1[CH2:54][CH2:53][S:52](=[O:55])[CH2:51][CH2:50]1.C(O[BH-](OC(=O)C)OC(=O)C)(=O)C.[Na+], predict the reaction product. The product is: [CH3:22][O:21][CH2:20][CH2:19][O:18][C:14]1[CH:15]=[C:16]2[C:11](=[C:12]([N:23]([CH3:33])[S:24]([C:27]3[N:28]([CH3:32])[CH:29]=[CH:30][N:31]=3)(=[O:25])=[O:26])[CH:13]=1)[NH:10][C:9]([C:7]1[S:8][CH:4]([CH2:3][N:49]3[CH2:54][CH2:53][S:52](=[O:55])[CH2:51][CH2:50]3)[CH2:5][N:6]=1)=[CH:17]2. (2) Given the reactants [CH:1](N(C(C)C)CC)(C)C.[S:10](Cl)(Cl)(=[O:12])=[O:11].[Cl:15][C:16]1[C:17]([F:45])=[C:18]([NH:22][C:23]2[C:32]3[C:27](=[CH:28][C:29]([O:43][CH3:44])=[C:30]([CH2:33][N:34]([CH3:42])[C:35]4([C:39]([NH2:41])=[O:40])[CH2:38][NH:37][CH2:36]4)[CH:31]=3)[N:26]=[CH:25][N:24]=2)[CH:19]=[CH:20][CH:21]=1, predict the reaction product. The product is: [Cl:15][C:16]1[C:17]([F:45])=[C:18]([NH:22][C:23]2[C:32]3[C:27](=[CH:28][C:29]([O:43][CH3:44])=[C:30]([CH2:33][N:34]([CH3:42])[C:35]4([C:39]([NH2:41])=[O:40])[CH2:38][N:37]([S:10]([CH3:1])(=[O:12])=[O:11])[CH2:36]4)[CH:31]=3)[N:26]=[CH:25][N:24]=2)[CH:19]=[CH:20][CH:21]=1. (3) The product is: [CH3:1][C:2]1[C:6]([C:7]([OH:9])=[O:8])=[C:5]([C:12]2[CH:17]=[CH:16][N:15]=[CH:14][CH:13]=2)[O:4][N:3]=1. Given the reactants [CH3:1][C:2]1[C:6]([C:7]([O:9]CC)=[O:8])=[C:5]([C:12]2[CH:17]=[CH:16][N:15]=[CH:14][CH:13]=2)[O:4][N:3]=1.C1COCC1.CO.[OH-].[Na+], predict the reaction product. (4) Given the reactants Br[C:2]1[C:3]2[CH:13]=[CH:12][C:11]([C:14]#[N:15])=[CH:10][C:4]=2[S:5][C:6]=1[N+:7]([O-:9])=[O:8].[F:16][C:17]1[CH:22]=[CH:21][C:20]([NH2:23])=[CH:19][C:18]=1[Cl:24], predict the reaction product. The product is: [Cl:24][C:18]1[CH:19]=[C:20]([NH:23][C:2]2[C:3]3[CH:13]=[CH:12][C:11]([C:14]#[N:15])=[CH:10][C:4]=3[S:5][C:6]=2[N+:7]([O-:9])=[O:8])[CH:21]=[CH:22][C:17]=1[F:16]. (5) Given the reactants [NH2:1][C:2]1[S:3][C:4]2[C:10]([N:11]3[CH2:16][CH2:15][O:14][CH2:13][CH2:12]3)=[CH:9][CH:8]=[C:7]([O:17][CH3:18])[C:5]=2[N:6]=1.[C:19](Cl)(Cl)=[O:20].[NH:23]1[CH2:28][CH2:27][S:26][CH2:25][CH2:24]1, predict the reaction product. The product is: [CH3:18][O:17][C:7]1[C:5]2[N:6]=[C:2]([NH:1][C:19]([N:23]3[CH2:28][CH2:27][S:26][CH2:25][CH2:24]3)=[O:20])[S:3][C:4]=2[C:10]([N:11]2[CH2:16][CH2:15][O:14][CH2:13][CH2:12]2)=[CH:9][CH:8]=1.